Dataset: Full USPTO retrosynthesis dataset with 1.9M reactions from patents (1976-2016). Task: Predict the reactants needed to synthesize the given product. (1) The reactants are: C(OC(=O)[NH:7][C:8]12[CH2:15][CH:14]3[CH2:16][C:10]([CH2:17][N:18]4[CH:22]=[N:21][N:20]=[N:19]4)([CH2:11][CH:12]1[CH2:13]3)[CH2:9]2)CCC.Cl. Given the product [N:18]1([CH2:17][C:10]23[CH2:16][CH:14]4[CH2:13][CH:12]([CH2:11]2)[C:8]([NH2:7])([CH2:15]4)[CH2:9]3)[CH:22]=[N:21][N:20]=[N:19]1, predict the reactants needed to synthesize it. (2) The reactants are: [NH2:1][CH2:2][C:3]([CH3:16])([CH3:15])[C:4]([NH:6][CH2:7][C:8]1[CH:13]=[CH:12][CH:11]=[CH:10][C:9]=1[Cl:14])=[O:5].CCN(C(C)C)C(C)C.[CH2:26]([C:28]1[CH:33]=[CH:32][C:31]([N:34]=[C:35]=[O:36])=[CH:30][CH:29]=1)[CH3:27]. Given the product [Cl:14][C:9]1[CH:10]=[CH:11][CH:12]=[CH:13][C:8]=1[CH2:7][NH:6][C:4](=[O:5])[C:3]([CH3:16])([CH3:15])[CH2:2][NH:1][C:35]([NH:34][C:31]1[CH:32]=[CH:33][C:28]([CH2:26][CH3:27])=[CH:29][CH:30]=1)=[O:36], predict the reactants needed to synthesize it. (3) Given the product [OH:9][CH2:8][N:5]1[CH:6]=[CH:7][C:3]([C:1]#[N:2])=[N:4]1, predict the reactants needed to synthesize it. The reactants are: [C:1]([C:3]1[CH:7]=[CH:6][NH:5][N:4]=1)#[N:2].[CH2:8]=[O:9].